This data is from Peptide-MHC class II binding affinity with 134,281 pairs from IEDB. The task is: Regression. Given a peptide amino acid sequence and an MHC pseudo amino acid sequence, predict their binding affinity value. This is MHC class II binding data. (1) The peptide sequence is VGLVVQIDHVRMSTK. The MHC is H-2-IAb with pseudo-sequence H-2-IAb. The binding affinity (normalized) is 0. (2) The peptide sequence is KYMVIQGEPGAVIRG. The MHC is HLA-DQA10301-DQB10302 with pseudo-sequence HLA-DQA10301-DQB10302. The binding affinity (normalized) is 0.238. (3) The peptide sequence is YLGKREDQWCGSLIGLT. The MHC is DRB1_0401 with pseudo-sequence DRB1_0401. The binding affinity (normalized) is 0.244. (4) The peptide sequence is YLGFVQDAATYAVTT. The MHC is DRB3_0101 with pseudo-sequence DRB3_0101. The binding affinity (normalized) is 0.668. (5) The peptide sequence is MFLGGVKPTHISYIM. The MHC is DRB1_0901 with pseudo-sequence DRB1_0901. The binding affinity (normalized) is 0.719. (6) The peptide sequence is YMKFLANVSTVLTGK. The MHC is DRB1_1602 with pseudo-sequence DRB1_1602. The binding affinity (normalized) is 0.826. (7) The peptide sequence is VLTLGAAMVEIALGGKK. The MHC is HLA-DQA10501-DQB10302 with pseudo-sequence HLA-DQA10501-DQB10302. The binding affinity (normalized) is 0.489.